This data is from Full USPTO retrosynthesis dataset with 1.9M reactions from patents (1976-2016). The task is: Predict the reactants needed to synthesize the given product. (1) Given the product [F:35][C:17]1[CH:18]=[C:19]([O:20][C:21]2[C:30]3[N:29]=[C:28]([CH3:31])[C:27](=[O:32])[NH:26][C:25]=3[N:24]=[CH:23][CH:22]=2)[CH:33]=[CH:34][C:16]=1[NH:15][C:13]([NH:12][C:3]1[CH:4]=[C:5]([C:8]([F:11])([F:10])[F:9])[CH:6]=[CH:7][C:2]=1[F:1])=[O:14], predict the reactants needed to synthesize it. The reactants are: [F:1][C:2]1[CH:7]=[CH:6][C:5]([C:8]([F:11])([F:10])[F:9])=[CH:4][C:3]=1[N:12]=[C:13]=[O:14].[NH2:15][C:16]1[CH:34]=[CH:33][C:19]([O:20][C:21]2[C:30]3[N:29]=[C:28]([CH3:31])[C:27](=[O:32])[NH:26][C:25]=3[N:24]=[CH:23][CH:22]=2)=[CH:18][C:17]=1[F:35]. (2) Given the product [N:3]1[CH:4]=[CH:5][CH:6]=[CH:7][C:2]=1[N:8]1[CH2:13][CH2:12][NH:11][CH2:10][CH2:9]1, predict the reactants needed to synthesize it. The reactants are: Br[C:2]1[CH:7]=[CH:6][CH:5]=[CH:4][N:3]=1.[NH:8]1[CH2:13][CH2:12][NH:11][CH2:10][CH2:9]1. (3) Given the product [C:16]([C:7]1[C:6]([OH:20])=[CH:5][C:10]2[CH2:11][C:12]([CH3:15])([CH3:14])[O:13][C:9]=2[CH:8]=1)([CH3:19])([CH3:17])[CH3:18], predict the reactants needed to synthesize it. The reactants are: C([C:5]1[C:10]2[CH2:11][C:12]([CH3:15])([CH3:14])[O:13][C:9]=2[CH:8]=[C:7]([C:16]([CH3:19])([CH3:18])[CH3:17])[C:6]=1[OH:20])(C)(C)C.CS(O)(=O)=O.C(=O)(O)[O-].[Na+]. (4) Given the product [OH:22][C:21]1[C:20]2[C:15](=[N:16][CH:17]=[CH:18][CH:19]=2)[N:14]([CH2:23][CH2:24][CH:25]([CH3:27])[CH3:26])[C:13](=[O:28])[C:12]=1[C:7]1[NH:6][C:5]2[CH:29]=[CH:30][C:2]([NH:1][S:36]([C:33]3[CH:34]=[CH:35][S:31][C:32]=3[C:40]([O:43][CH3:44])=[O:42])(=[O:38])=[O:37])=[CH:3][C:4]=2[S:9](=[O:11])(=[O:10])[N:8]=1, predict the reactants needed to synthesize it. The reactants are: [NH2:1][C:2]1[CH:30]=[CH:29][C:5]2[NH:6][C:7]([C:12]3[C:13](=[O:28])[N:14]([CH2:23][CH2:24][CH:25]([CH3:27])[CH3:26])[C:15]4[C:20]([C:21]=3[OH:22])=[CH:19][CH:18]=[CH:17][N:16]=4)=[N:8][S:9](=[O:11])(=[O:10])[C:4]=2[CH:3]=1.[S:31]1[CH:35]=[CH:34][C:33]([S:36](Cl)(=[O:38])=[O:37])=[CH:32]1.[C:40]([O:43][CH2:44]C)(=[O:42])C. (5) The reactants are: [Br:1][C:2]1[CH:7]=[CH:6][C:5]([C:8]2[CH:13]=[CH:12][CH:11]=[CH:10][CH:9]=2)=[C:4]([CH3:14])[CH:3]=1.[Mn]([O-])(=O)(=O)=[O:16].[K+].[OH2:21]. Given the product [Br:1][C:2]1[CH:3]=[C:4]([C:14]([OH:16])=[O:21])[C:5]([C:8]2[CH:13]=[CH:12][CH:11]=[CH:10][CH:9]=2)=[CH:6][CH:7]=1, predict the reactants needed to synthesize it. (6) Given the product [Si:19]([O:17][CH2:16][C@@H:13]([NH:12][C:11]([C:9]1[N:10]=[C:6]([N:4]2[CH2:5][CH:2]([OH:1])[CH2:3]2)[S:7][CH:8]=1)=[O:18])[CH2:14][CH3:15])([C:22]([CH3:25])([CH3:24])[CH3:23])([CH3:21])[CH3:20], predict the reactants needed to synthesize it. The reactants are: [OH:1][CH:2]1[CH2:5][N:4]([C:6]2[S:7][CH:8]=[C:9]([C:11](=[O:18])[NH:12][C@H:13]([CH2:16][OH:17])[CH2:14][CH3:15])[N:10]=2)[CH2:3]1.[Si:19](Cl)([C:22]([CH3:25])([CH3:24])[CH3:23])([CH3:21])[CH3:20].N1C=CN=C1. (7) Given the product [C:40]([NH:1][C:2]1[C:3]2[N:4]([CH:28]=[CH:29][N:30]=2)[CH:5]=[C:6]([C:8]2[C:9]([CH3:27])=[C:10]([NH:14][C:15](=[O:26])[C:16]3[CH:21]=[CH:20][C:19]([C:22]([CH3:25])([CH3:23])[CH3:24])=[CH:18][CH:17]=3)[CH:11]=[CH:12][CH:13]=2)[CH:7]=1)(=[O:42])[CH3:41], predict the reactants needed to synthesize it. The reactants are: [NH2:1][C:2]1[C:3]2[N:4]([CH:28]=[CH:29][N:30]=2)[CH:5]=[C:6]([C:8]2[C:9]([CH3:27])=[C:10]([NH:14][C:15](=[O:26])[C:16]3[CH:21]=[CH:20][C:19]([C:22]([CH3:25])([CH3:24])[CH3:23])=[CH:18][CH:17]=3)[CH:11]=[CH:12][CH:13]=2)[CH:7]=1.C(N(C(C)C)CC)(C)C.[C:40](Cl)(=[O:42])[CH3:41]. (8) Given the product [Cl:1][C:2]1[CH:7]=[CH:6][C:5]([C:8]([O:10][CH2:11][CH3:12])=[O:9])=[C:4]([C:13]2[CH:18]=[CH:17][CH:16]=[CH:15][CH:14]=2)[CH:3]=1, predict the reactants needed to synthesize it. The reactants are: [Cl:1][C:2]1[CH:3]=[C:4]([C:13]2[CH:18]=[CH:17][CH:16]=[CH:15][CH:14]=2)[CH:5]([C:8]([O:10][CH2:11][CH3:12])=[O:9])[CH2:6][CH:7]=1.ClC1CCC(C(OCC)=O)=C(C2C=CC=CC=2)C=1.O.Cl. (9) The reactants are: C([O:8][C:9]1[C:18]2[CH:17]=[CH:16][CH:15]=[CH:14][C:13]=2[N:12]=[C:11]2[O:19][C@H:20]3[CH2:47][N:23]([C:24](=[O:46])[C@H:25]([CH:41]4[CH2:45][CH2:44][CH2:43][CH2:42]4)[NH:26][C:27](=[O:40])[O:28][C@:29]4([CH3:39])[CH2:38][CH2:37][CH2:36][C@H:30]4[CH2:31][CH2:32][CH:33]=[CH:34][CH2:35][C:10]=12)[C@H:22]([C:48]([OH:50])=[O:49])[CH2:21]3)C1C=CC=CC=1. Given the product [CH:41]1([C@H:25]2[C:24](=[O:46])[N:23]3[CH2:47][C@@H:20]([CH2:21][C@H:22]3[C:48]([OH:50])=[O:49])[O:19][C:11]3=[N:12][C:13]4[CH:14]=[CH:15][CH:16]=[CH:17][C:18]=4[C:9]([OH:8])=[C:10]3[CH2:35][CH2:34][CH2:33][CH2:32][CH2:31][C@@H:30]3[CH2:36][CH2:37][CH2:38][C@@:29]3([CH3:39])[O:28][C:27](=[O:40])[NH:26]2)[CH2:42][CH2:43][CH2:44][CH2:45]1, predict the reactants needed to synthesize it.